This data is from Forward reaction prediction with 1.9M reactions from USPTO patents (1976-2016). The task is: Predict the product of the given reaction. (1) The product is: [Br:15][C:13]1[CH:12]=[CH:11][C:10]([O:16][CH3:17])=[C:9]([C:4]2[CH:5]=[C:6]([Cl:22])[N:7]=[C:2]([NH2:1])[N:3]=2)[CH:14]=1. Given the reactants [NH2:1][C:2]1[NH:7][C:6](=O)[CH:5]=[C:4]([C:9]2[CH:14]=[C:13]([Br:15])[CH:12]=[CH:11][C:10]=2[O:16][CH3:17])[N:3]=1.[OH-].[Na+].P(Cl)(Cl)([Cl:22])=O, predict the reaction product. (2) The product is: [C:3]([OH:8])(=[O:7])[C:4]([OH:6])=[O:5].[NH2:9][CH:10]([CH2:21][O:22][CH3:23])[C:11]([NH:13][CH2:14][C:15]1[CH:20]=[CH:19][CH:18]=[CH:17][CH:16]=1)=[O:12]. Given the reactants O.O.[C:3]([OH:8])(=[O:7])[C:4]([OH:6])=[O:5].[NH2:9][CH:10]([CH2:21][O:22][CH3:23])[C:11]([NH:13][CH2:14][C:15]1[CH:20]=[CH:19][CH:18]=[CH:17][CH:16]=1)=[O:12].C(O)(=O)C(O)=O, predict the reaction product.